Dataset: Full USPTO retrosynthesis dataset with 1.9M reactions from patents (1976-2016). Task: Predict the reactants needed to synthesize the given product. (1) The reactants are: [OH-].[K+].C([O:7][C:8](=[O:23])[CH2:9][CH2:10][CH2:11][CH2:12][CH2:13][CH2:14][CH2:15][CH2:16][CH2:17][CH2:18][CH2:19][CH2:20][CH2:21][OH:22])(C)(C)C.Cl. Given the product [OH:22][CH2:21][CH2:20][CH2:19][CH2:18][CH2:17][CH2:16][CH2:15][CH2:14][CH2:13][CH2:12][CH2:11][CH2:10][CH2:9][C:8]([OH:23])=[O:7], predict the reactants needed to synthesize it. (2) The reactants are: [Cl:1][C:2]1[CH:7]=[CH:6][CH:5]=[C:4]([Cl:8])[C:3]=1[C:9]1[C:13]([CH2:14][O:15][C:16]2[CH:17]=[C:18]3[C:23](=[CH:24][CH:25]=2)[CH:22]=[C:21]([C:26]2[N:31]=[C:30]([C:32]([O:34]C)=[O:33])[CH:29]=[CH:28][CH:27]=2)[CH:20]=[CH:19]3)=[C:12]([CH:36]([CH3:38])[CH3:37])[O:11][N:10]=1.[OH-].[Na+]. Given the product [Cl:8][C:4]1[CH:5]=[CH:6][CH:7]=[C:2]([Cl:1])[C:3]=1[C:9]1[C:13]([CH2:14][O:15][C:16]2[CH:17]=[C:18]3[C:23](=[CH:24][CH:25]=2)[CH:22]=[C:21]([C:26]2[N:31]=[C:30]([C:32]([OH:34])=[O:33])[CH:29]=[CH:28][CH:27]=2)[CH:20]=[CH:19]3)=[C:12]([CH:36]([CH3:38])[CH3:37])[O:11][N:10]=1, predict the reactants needed to synthesize it.